From a dataset of Catalyst prediction with 721,799 reactions and 888 catalyst types from USPTO. Predict which catalyst facilitates the given reaction. (1) Reactant: [N+:1]([O-:4])(O)=[O:2].[F:5][C:6]1[CH:7]=[C:8]([CH:11]=[CH:12][C:13]=1[OH:14])[C:9]#[N:10]. Product: [F:5][C:6]1[CH:7]=[C:8]([CH:11]=[C:12]([N+:1]([O-:4])=[O:2])[C:13]=1[OH:14])[C:9]#[N:10]. The catalyst class is: 82. (2) Reactant: [F:1][C:2]1[CH:3]=[C:4]([CH:9]=[CH:10][C:11]=1[CH2:12][O:13][C:14]1[CH:19]=[CH:18][CH:17]=[CH:16][C:15]=1[F:20])[C:5]([O:7][CH3:8])=[O:6].[C:21](Cl)(=[O:23])[CH3:22].[Al+3].[Cl-].[Cl-].[Cl-]. Product: [F:1][C:2]1[CH:3]=[C:4]([CH:9]=[CH:10][C:11]=1[CH2:12][O:13][C:14]1[CH:19]=[CH:18][C:17]([OH:23])=[CH:16][C:15]=1[F:20])[C:5]([OH:7])=[O:6].[C:21]([C:17]1[CH:18]=[CH:19][C:14]([O:13][CH2:12][C:11]2[CH:10]=[CH:9][C:4]([C:5]([O:7][CH3:8])=[O:6])=[CH:3][C:2]=2[F:1])=[C:15]([F:20])[CH:16]=1)(=[O:23])[CH3:22]. The catalyst class is: 26. (3) Reactant: [Cl:1][C:2]1[CH:3]=[C:4]2[C:9](=[CH:10][C:11]=1[C:12]([OH:14])=O)[N:8]=[CH:7][N:6]=[C:5]2[NH:15][CH:16]([C:18]1[NH:22][C:21]2[CH:23]=[CH:24][C:25]([Cl:27])=[CH:26][C:20]=2[N:19]=1)[CH3:17].FC1C(OC(N(C)C)=[N+](C)C)=C(F)C(F)=C(F)C=1F.F[P-](F)(F)(F)(F)F.C(N(C(C)C)CC)(C)C.[NH:63]1[C:71]2[CH2:70][CH2:69][NH:68][CH2:67][C:66]=2[N:65]=[CH:64]1. Product: [Cl:1][C:2]1[CH:3]=[C:4]2[C:9](=[CH:10][C:11]=1[C:12]([N:68]1[CH2:69][CH2:70][C:71]3[NH:63][CH:64]=[N:65][C:66]=3[CH2:67]1)=[O:14])[N:8]=[CH:7][N:6]=[C:5]2[NH:15][CH:16]([C:18]1[NH:22][C:21]2[CH:23]=[CH:24][C:25]([Cl:27])=[CH:26][C:20]=2[N:19]=1)[CH3:17]. The catalyst class is: 16. (4) Reactant: [CH3:1][CH2:2][CH2:3][CH2:4][CH2:5][O:6][C:7]1[CH:12]=[CH:11][C:10]([C:13]2[CH:18]=[CH:17][C:16]([C:19]3[CH:24]=[CH:23][C:22]([C:25]([NH:27][C@@H:28]4[C:59](=[O:60])[NH:58][CH:57]([C@H:61]([OH:63])[CH3:62])[C:55](=[O:56])[N:54]5[C@@H:50]([CH2:51][C@@H:52]([OH:64])[CH2:53]5)[C:48](=[O:49])[NH:47][CH:46]([C@H:65]([OH:75])[C@@H:66]([OH:74])[C:67]5[CH:72]=[CH:71][C:70]([OH:73])=[CH:69][CH:68]=5)[C:44](=[O:45])[NH:43][C@@H:42]([C@H:76]([OH:78])[CH3:77])[C:40](=[O:41])[N:39]5[C@@H:35]([C@@H:36]([OH:80])[C@@H:37]([CH3:79])[CH2:38]5)[C:33](=[O:34])[NH:32][C@H:31]([O:81][CH2:82][CH2:83][N+:84]([CH3:87])([CH3:86])[CH3:85])[C@H:30]([OH:88])[CH2:29]4)=[O:26])=[CH:21][CH:20]=3)=[CH:15][CH:14]=2)=[CH:9][CH:8]=1.N([O-])=O.[Na+].[C:93](#N)C.[CH:96]([O-:98])=[O:97]. Product: [CH3:1][CH2:2][CH2:3][CH2:4][CH2:5][O:6][C:7]1[CH:8]=[CH:9][C:10]([C:13]2[CH:18]=[CH:17][C:16]([C:19]3[CH:24]=[CH:23][C:22]([C:25]([NH:27][C@@H:28]4[C:59](=[O:60])[NH:58][C@@H:57]([C@H:61]([OH:63])[CH3:62])[C:55](=[O:56])[N:54]5[C@@H:50]([CH2:51][C@@H:52]([OH:64])[CH2:53]5)[C:48](=[O:49])[NH:47][CH:46]([C@H:65]([OH:75])[C@@H:66]([OH:74])[C:67]5[CH:68]=[CH:69][C:70]([OH:73])=[CH:71][CH:72]=5)[C:44](=[O:45])[NH:43][C@@H:42]([C@H:76]([OH:78])[CH3:77])[C:40](=[O:41])[N:39]5[C@@H:35]([C@@H:36]([OH:80])[C@@H:37]([CH3:79])[CH2:38]5)[C:33](=[O:34])[NH:32][C@H:31]([O:81][CH2:82][CH2:83][N+:84]([CH3:87])([CH3:86])[CH3:85])[C@H:30]([OH:88])[CH2:29]4)=[O:26])=[CH:21][CH:20]=3)=[CH:15][CH:14]=2)=[CH:11][CH:12]=1.[CH3:93][C:96]([O-:98])=[O:97]. The catalyst class is: 86. (5) Reactant: Cl.[C:2]([C:4]1[CH:5]=[C:6]([CH:9]=[C:10]([F:17])[C:11]=1[NH:12][S:13]([CH3:16])(=[O:15])=[O:14])[CH2:7][NH2:8])#[CH:3].CN1CCOCC1.[CH3:25][C:26]1[C:31]([CH:32]=[CH:33][C:34](O)=[O:35])=[CH:30][CH:29]=[C:28]([C:37]([F:40])([F:39])[F:38])[N:27]=1.O.[Cl-].COC1N=C(OC)N=C([N+]2(C)CCOCC2)N=1. Product: [C:2]([C:4]1[CH:5]=[C:6]([CH:9]=[C:10]([F:17])[C:11]=1[NH:12][S:13]([CH3:16])(=[O:15])=[O:14])[CH2:7][NH:8][C:34](=[O:35])[CH:33]=[CH:32][C:31]1[C:26]([CH3:25])=[N:27][C:28]([C:37]([F:38])([F:39])[F:40])=[CH:29][CH:30]=1)#[CH:3]. The catalyst class is: 1. (6) Reactant: [Cl:1][C:2]1[C:11]2[CH2:10][N:9]([C@H:12]([CH:16]([CH3:18])[CH3:17])[C:13](O)=[O:14])[C:8](=[O:19])[C:7]3=[CH:20][NH:21][C:5]([C:6]=23)=[N:4][CH:3]=1.[NH2:22][C@H:23]([CH2:27][CH3:28])[CH2:24][C:25]#[N:26].CN(C(ON1N=NC2C=CC=NC1=2)=[N+](C)C)C.F[P-](F)(F)(F)(F)F. Product: [Cl:1][C:2]1[C:11]2[CH2:10][N:9]([C@H:12]([CH:16]([CH3:17])[CH3:18])[C:13]([NH:22][C@H:23]([CH2:27][CH3:28])[CH2:24][C:25]#[N:26])=[O:14])[C:8](=[O:19])[C:7]3=[CH:20][NH:21][C:5]([C:6]=23)=[N:4][CH:3]=1. The catalyst class is: 1. (7) Reactant: [CH3:1][O:2][C:3]1[CH:8]=[CH:7][C:6]([C:9]2[CH:14]=[CH:13][C:12]([C:15]([O:17]C)=[O:16])=[CH:11][C:10]=2[CH3:19])=[CH:5][C:4]=1[C:20]1[CH:25]=[CH:24][C:23]([C:26]([F:29])([F:28])[F:27])=[CH:22][C:21]=1[CH2:30][N:31]1[C@@H:35]([CH3:36])[C@@H:34]([C:37]2[CH:42]=[C:41]([F:43])[C:40]([F:44])=[C:39]([F:45])[CH:38]=2)[O:33][C:32]1=[O:46].[OH-].[K+]. Product: [CH3:1][O:2][C:3]1[CH:8]=[CH:7][C:6]([C:9]2[CH:14]=[CH:13][C:12]([C:15]([OH:17])=[O:16])=[CH:11][C:10]=2[CH3:19])=[CH:5][C:4]=1[C:20]1[CH:25]=[CH:24][C:23]([C:26]([F:27])([F:28])[F:29])=[CH:22][C:21]=1[CH2:30][N:31]1[C@@H:35]([CH3:36])[C@@H:34]([C:37]2[CH:38]=[C:39]([F:45])[C:40]([F:44])=[C:41]([F:43])[CH:42]=2)[O:33][C:32]1=[O:46]. The catalyst class is: 5. (8) Reactant: C[O:2][C:3]1[C:12]([NH:13][NH:14][C:15]([CH:17]2[CH2:22][CH2:21][O:20][CH2:19][CH2:18]2)=O)=[N:11][C:10]2[C:5](=[CH:6][C:7]([CH3:27])=[C:8]([C:23]([O:25][CH3:26])=[O:24])[CH:9]=2)[N:4]=1.O1CCCC1.S(Cl)(Cl)=O. Product: [CH3:27][C:7]1[CH:6]=[C:5]2[C:10](=[CH:9][C:8]=1[C:23]([O:25][CH3:26])=[O:24])[N:11]1[C:15]([CH:17]3[CH2:22][CH2:21][O:20][CH2:19][CH2:18]3)=[N:14][N:13]=[C:12]1[C:3](=[O:2])[NH:4]2. The catalyst class is: 695.